Task: Predict the reactants needed to synthesize the given product.. Dataset: Full USPTO retrosynthesis dataset with 1.9M reactions from patents (1976-2016) (1) The reactants are: Br[C:2]1[N:24]=[C:5]2[N:6]=[C:7]([C:16]3[CH:23]=[CH:22][C:19]([CH:20]=[O:21])=[CH:18][CH:17]=3)[C:8]([C:10]3[CH:15]=[CH:14][CH:13]=[CH:12][CH:11]=3)=[CH:9][N:4]2[N:3]=1.[CH2:25]([NH2:27])[CH3:26]. Given the product [CH2:25]([NH:27][C:2]1[N:24]=[C:5]2[N:6]=[C:7]([C:16]3[CH:23]=[CH:22][C:19]([CH:20]=[O:21])=[CH:18][CH:17]=3)[C:8]([C:10]3[CH:15]=[CH:14][CH:13]=[CH:12][CH:11]=3)=[CH:9][N:4]2[N:3]=1)[CH3:26], predict the reactants needed to synthesize it. (2) The reactants are: [CH3:1][C:2]1([CH3:11])[CH2:7][C:6]([CH3:9])([CH3:8])[CH2:5][C:4](=O)[CH2:3]1.[CH3:12][O:13][C:14]1[CH:37]=[CH:36][C:17]([C:18]([C:20]2[CH:25]=[CH:24][C:23]([NH:26][S:27]([C:30]3[CH:35]=[CH:34][CH:33]=[CH:32][CH:31]=3)(=[O:29])=[O:28])=[CH:22][CH:21]=2)=O)=[CH:16][CH:15]=1.C([O-])([O-])=O.[K+].[K+]. Given the product [CH3:12][O:13][C:14]1[CH:15]=[CH:16][C:17]([C:18](=[C:4]2[CH2:3][C:2]([CH3:11])([CH3:1])[CH2:7][C:6]([CH3:9])([CH3:8])[CH2:5]2)[C:20]2[CH:25]=[CH:24][C:23]([NH:26][S:27]([C:30]3[CH:35]=[CH:34][CH:33]=[CH:32][CH:31]=3)(=[O:29])=[O:28])=[CH:22][CH:21]=2)=[CH:36][CH:37]=1, predict the reactants needed to synthesize it. (3) The reactants are: [CH3:1][N:2]([CH2:10][CH2:11][CH:12]=[O:13])[C:3](=[O:9])[O:4][C:5]([CH3:8])([CH3:7])[CH3:6].[CH2:14]([Mg]Br)[CH3:15].[Cl-].[NH4+]. Given the product [OH:13][CH:12]([CH2:14][CH3:15])[CH2:11][CH2:10][N:2]([CH3:1])[C:3](=[O:9])[O:4][C:5]([CH3:8])([CH3:6])[CH3:7], predict the reactants needed to synthesize it. (4) Given the product [F:1][C:2]1[C:3]([O:30][CH3:31])=[C:4]([C:5]2[N:11]([CH2:12][CH2:13][C:14]3[S:15][CH:16]=[CH:17][CH:18]=3)[C:10](=[O:19])[C:9]([C:20]3[CH:25]=[CH:24][CH:23]=[CH:22][CH:21]=3)=[C:8]([CH3:26])[N:7]=2)[CH:27]=[CH:28][CH:29]=1, predict the reactants needed to synthesize it. The reactants are: [F:1][C:2]1[C:3]([O:30][CH3:31])=[C:4]([CH:27]=[CH:28][CH:29]=1)[C:5]([NH:7]/[C:8](/[CH3:26])=[C:9](/[C:20]1[CH:25]=[CH:24][CH:23]=[CH:22][CH:21]=1)\[C:10](=[O:19])[NH:11][CH2:12][CH2:13][C:14]1[S:15][CH:16]=[CH:17][CH:18]=1)=O.[OH-].[K+].Cl.